This data is from Forward reaction prediction with 1.9M reactions from USPTO patents (1976-2016). The task is: Predict the product of the given reaction. (1) Given the reactants C[O:2][C:3]1[CH:12]=[C:11]([CH2:13][S:14][CH3:15])[CH:10]=[CH:9][C:4]=1[C:5]([O:7]C)=[O:6].B(Br)(Br)Br.[OH-].[Na+], predict the reaction product. The product is: [OH:2][C:3]1[CH:12]=[C:11]([CH2:13][S:14][CH3:15])[CH:10]=[CH:9][C:4]=1[C:5]([OH:7])=[O:6]. (2) Given the reactants [CH3:1][C@H:2]1[CH2:7][N:6]2[N:8]=[CH:9][C:10]([N:11]3[C:18](=[O:19])[CH2:17][C:13]4([CH2:16][NH:15][CH2:14]4)[CH2:12]3)=[C:5]2[CH2:4][N:3]1[C:20]([NH:22][C:23]1[CH:28]=[C:27]([F:29])[C:26]([F:30])=[C:25]([F:31])[CH:24]=1)=[O:21].CCN(CC)CC.[C:39](Cl)(=[O:42])[O:40][CH3:41], predict the reaction product. The product is: [CH3:1][C@H:2]1[CH2:7][N:6]2[N:8]=[CH:9][C:10]([N:11]3[C:18](=[O:19])[CH2:17][C:13]4([CH2:16][N:15]([C:39]([O:40][CH3:41])=[O:42])[CH2:14]4)[CH2:12]3)=[C:5]2[CH2:4][N:3]1[C:20](=[O:21])[NH:22][C:23]1[CH:28]=[C:27]([F:29])[C:26]([F:30])=[C:25]([F:31])[CH:24]=1. (3) Given the reactants [Cl:1][C:2]1[CH:10]=[C:6]([C:7]([NH2:9])=[O:8])[C:5]([OH:11])=[CH:4][CH:3]=1.C(C1C=CC(C)=NC=1)C.Cl[C:22](OCC)=[O:23].Cl, predict the reaction product. The product is: [Cl:1][C:2]1[CH:3]=[CH:4][C:5]2[O:11][C:22](=[O:23])[NH:9][C:7](=[O:8])[C:6]=2[CH:10]=1. (4) Given the reactants Cl[C:2]1[C:14]2[C:13]3[CH2:12][CH2:11][CH2:10][CH2:9][C:8]=3[NH:7][C:6]=2[N:5]=[CH:4][N:3]=1.[NH2:15][C:16]1[C:25]([Cl:26])=[CH:24][C:19]2[NH:20][C:21](=[O:23])[S:22][C:18]=2[CH:17]=1, predict the reaction product. The product is: [Cl:26][C:25]1[C:16]([NH:15][C:2]2[C:14]3[C:13]4[CH2:12][CH2:11][CH2:10][CH2:9][C:8]=4[NH:7][C:6]=3[N:5]=[CH:4][N:3]=2)=[CH:17][C:18]2[S:22][C:21](=[O:23])[NH:20][C:19]=2[CH:24]=1. (5) The product is: [CH3:1][O:2][C:3]1[CH:4]=[C:5]([C:15]2[CH:16]=[C:17]([CH:23]=[CH:24][N:25]=2)[C:18]([O:20][CH2:21][CH3:22])=[O:19])[CH:6]=[CH:7][C:8]=1[O:9][CH3:10]. Given the reactants [CH3:1][O:2][C:3]1[CH:4]=[C:5](B(O)O)[CH:6]=[CH:7][C:8]=1[O:9][CH3:10].Cl[C:15]1[CH:16]=[C:17]([CH:23]=[CH:24][N:25]=1)[C:18]([O:20][CH2:21][CH3:22])=[O:19], predict the reaction product. (6) Given the reactants [NH:1]([C:3]1C=C[C:6]([C:7]([O:9][CH3:10])=[O:8])=[CH:5][CH:4]=1)[NH2:2].[C:13]([N:20]1C=CN=C1)(N1C=CN=C1)=[S:14].C[N:26](C=O)C, predict the reaction product. The product is: [SH:14][C:13]1[N:1]2[N:2]=[C:6]([C:7]([O:9][CH3:10])=[O:8])[CH:5]=[CH:4][C:3]2=[N:26][N:20]=1. (7) Given the reactants [NH2:1][C:2](=[O:27])[CH2:3][O:4][CH:5]([C:19]1[CH:24]=[CH:23][CH:22]=[C:21]([Cl:25])[C:20]=1[F:26])[C@@H:6]1[CH2:11][CH2:10][CH2:9][N:8](C(OC(C)(C)C)=O)[CH2:7]1.C([O-])(O)=O.[Na+], predict the reaction product. The product is: [Cl:25][C:21]1[C:20]([F:26])=[C:19]([C@@H:5]([CH:6]2[CH2:11][CH2:10][CH2:9][NH:8][CH2:7]2)[O:4][CH2:3][C:2]([NH2:1])=[O:27])[CH:24]=[CH:23][CH:22]=1. (8) The product is: [Br:1][C:2]1[CH:7]=[C:6]([F:8])[CH:5]=[CH:4][C:3]=1[CH:9]1[N:10]=[C:11]([C:22]2[S:23][CH:24]=[CH:25][N:26]=2)[NH:12][C:13]([CH2:20][N:32]2[CH2:33][C:28]([CH3:27])([CH3:38])[O:29][CH2:30][C@H:31]2[C:34]([O:36][CH3:37])=[O:35])=[C:14]1[C:15]([O:17][CH2:18][CH3:19])=[O:16]. Given the reactants [Br:1][C:2]1[CH:7]=[C:6]([F:8])[CH:5]=[CH:4][C:3]=1[CH:9]1[C:14]([C:15]([O:17][CH2:18][CH3:19])=[O:16])=[C:13]([CH2:20]Br)[NH:12][C:11]([C:22]2[S:23][CH:24]=[CH:25][N:26]=2)=[N:10]1.[CH3:27][C:28]1([CH3:38])[CH2:33][NH:32][C@H:31]([C:34]([O:36][CH3:37])=[O:35])[CH2:30][O:29]1, predict the reaction product. (9) The product is: [CH2:14]([N:16]([CH2:22][CH3:23])[C:17](=[O:21])/[C:18](/[C:19]#[N:20])=[CH:5]/[C:4]1[CH:7]=[C:8]([N+:11]([O-:13])=[O:12])[C:9]([OH:10])=[C:2]([OH:1])[CH:3]=1)[CH3:15]. Given the reactants [OH:1][C:2]1[CH:3]=[C:4]([CH:7]=[C:8]([N+:11]([O-:13])=[O:12])[C:9]=1[OH:10])[CH:5]=O.[CH2:14]([N:16]([CH2:22][CH3:23])[C:17](=[O:21])[CH2:18][C:19]#[N:20])[CH3:15].N1CCCCC1.C(O)(C)C, predict the reaction product. (10) Given the reactants [CH2:1]([NH:8][C:9]1[CH:14]=[C:13](F)[CH:12]=[CH:11][C:10]=1[N+:16]([O-:18])=[O:17])[C:2]1[CH:7]=[CH:6][CH:5]=[CH:4][CH:3]=1.[CH3:19][N:20]1[CH2:25][CH2:24][NH:23][CH2:22][CH2:21]1.O, predict the reaction product. The product is: [CH2:1]([NH:8][C:9]1[CH:14]=[C:13]([N:23]2[CH2:24][CH2:25][N:20]([CH3:19])[CH2:21][CH2:22]2)[CH:12]=[CH:11][C:10]=1[N+:16]([O-:18])=[O:17])[C:2]1[CH:7]=[CH:6][CH:5]=[CH:4][CH:3]=1.